From a dataset of Forward reaction prediction with 1.9M reactions from USPTO patents (1976-2016). Predict the product of the given reaction. Given the reactants [CH3:1][N:2]([CH2:4][C:5]1[CH:23]=[CH:22][C:8](/[CH:9]=[N:10]/[C:11]2[CH:19]=[C:18]([F:20])[CH:17]=[C:16]3[C:12]=2[CH2:13][O:14][C:15]3=[O:21])=[CH:7][CH:6]=1)[CH3:3].[CH3:24][N:25]1[C:29]([CH:30]=O)=[N:28][CH:27]=[N:26]1.[CH3:32][CH2:33][O-:34].[Na+], predict the reaction product. The product is: [CH3:1][N:2]([CH2:4][C:5]1[CH:23]=[CH:22][C:8]([CH:9]2[CH:30]([C:29]3[N:25]([CH3:24])[N:26]=[CH:27][N:28]=3)[C:33](=[O:34])[C:32]3[C:16]([C:15]([O:14][CH2:13][CH3:12])=[O:21])=[CH:17][C:18]([F:20])=[CH:19][C:11]=3[NH:10]2)=[CH:7][CH:6]=1)[CH3:3].